From a dataset of Forward reaction prediction with 1.9M reactions from USPTO patents (1976-2016). Predict the product of the given reaction. The product is: [F:17][C:18]1[CH:19]=[CH:20][C:21]([CH2:22][CH:23]2[CH2:24][CH2:25][N:26]([CH2:2][C:3]([NH:5][C:6]3[CH:16]=[CH:15][C:9]4[NH:10][C:11](=[O:14])[CH2:12][O:13][C:8]=4[CH:7]=3)=[O:4])[CH2:27][CH2:28]2)=[CH:29][CH:30]=1. Given the reactants Cl[CH2:2][C:3]([NH:5][C:6]1[CH:16]=[CH:15][C:9]2[NH:10][C:11](=[O:14])[CH2:12][O:13][C:8]=2[CH:7]=1)=[O:4].[F:17][C:18]1[CH:30]=[CH:29][C:21]([CH2:22][CH:23]2[CH2:28][CH2:27][NH:26][CH2:25][CH2:24]2)=[CH:20][CH:19]=1, predict the reaction product.